From a dataset of Reaction yield outcomes from USPTO patents with 853,638 reactions. Predict the reaction yield, written as a fraction of the theoretical maximum amount of product (1.0 means a 100% yield; for example, 0.34 means a 34% yield). The reactants are Br[CH2:2][C:3]([C:5]1[C:10]([CH3:11])=[CH:9][C:8]([O:12][C:13]2[CH:18]=[CH:17][C:16]([CH2:19][CH3:20])=[CH:15][CH:14]=2)=[CH:7][C:6]=1[CH3:21])=O.[NH2:22][C:23]([NH2:25])=[S:24]. The catalyst is CCO. The product is [CH2:19]([C:16]1[CH:17]=[CH:18][C:13]([O:12][C:8]2[CH:9]=[C:10]([CH3:11])[C:5]([C:3]3[N:22]=[C:23]([NH2:25])[S:24][CH:2]=3)=[C:6]([CH3:21])[CH:7]=2)=[CH:14][CH:15]=1)[CH3:20]. The yield is 0.880.